Dataset: Catalyst prediction with 721,799 reactions and 888 catalyst types from USPTO. Task: Predict which catalyst facilitates the given reaction. Reactant: N1C=CC=CC=1.[Cl:7][C:8]1[C:9]([CH:15]([S:24]([C:27]2[CH:32]=[CH:31][C:30]([Cl:33])=[CH:29][CH:28]=2)(=[O:26])=[O:25])[C:16]2[CH:21]=[C:20]([F:22])[CH:19]=[CH:18][C:17]=2[F:23])=[CH:10][C:11]([NH2:14])=[N:12][CH:13]=1.[N:34]1([S:40](Cl)(=[O:42])=[O:41])[CH2:39][CH2:38][CH2:37][CH2:36][CH2:35]1.CCCCCC. Product: [Cl:7][C:8]1[C:9]([CH:15]([S:24]([C:27]2[CH:32]=[CH:31][C:30]([Cl:33])=[CH:29][CH:28]=2)(=[O:26])=[O:25])[C:16]2[CH:21]=[C:20]([F:22])[CH:19]=[CH:18][C:17]=2[F:23])=[CH:10][C:11]([NH:14][S:40]([N:34]2[CH2:39][CH2:38][CH2:37][CH2:36][CH2:35]2)(=[O:42])=[O:41])=[N:12][CH:13]=1. The catalyst class is: 13.